Dataset: Peptide-MHC class I binding affinity with 185,985 pairs from IEDB/IMGT. Task: Regression. Given a peptide amino acid sequence and an MHC pseudo amino acid sequence, predict their binding affinity value. This is MHC class I binding data. (1) The peptide sequence is SLSAYIIRV. The MHC is HLA-B53:01 with pseudo-sequence HLA-B53:01. The binding affinity (normalized) is 0.0828. (2) The peptide sequence is RIQRRDDVDR. The MHC is HLA-A31:01 with pseudo-sequence HLA-A31:01. The binding affinity (normalized) is 0.597. (3) The peptide sequence is KFNPMKTYI. The MHC is Patr-A0101 with pseudo-sequence Patr-A0101. The binding affinity (normalized) is 0.121. (4) The peptide sequence is KLLQICMWF. The MHC is HLA-A01:01 with pseudo-sequence HLA-A01:01. The binding affinity (normalized) is 0.0847. (5) The peptide sequence is FGDSKEPVPY. The MHC is HLA-A01:01 with pseudo-sequence HLA-A01:01. The binding affinity (normalized) is 0.540. (6) The peptide sequence is FMDEIDHESY. The MHC is HLA-A33:01 with pseudo-sequence HLA-A33:01. The binding affinity (normalized) is 0.0125. (7) The peptide sequence is RAYRNALSM. The MHC is HLA-C14:02 with pseudo-sequence HLA-C14:02. The binding affinity (normalized) is 0.936.